Dataset: Catalyst prediction with 721,799 reactions and 888 catalyst types from USPTO. Task: Predict which catalyst facilitates the given reaction. (1) Reactant: S([O:8][S:9]([C:12]([F:15])([F:14])[F:13])(=[O:11])=[O:10])(C(F)(F)F)(=O)=O.[Cl-].O[C:18]1[CH:23]=[CH:22][C:21]([CH2:24][C@H:25]([NH3+:30])[C:26]([O:28][CH3:29])=[O:27])=[CH:20][CH:19]=1.C(N(CC)CC)C.Cl. Product: [F:15][C:12]([F:13])([F:14])[S:9]([O:8][C:18]1[CH:23]=[CH:22][C:21]([CH2:24][C@H:25]([NH:30][S:9]([C:12]([F:15])([F:14])[F:13])(=[O:10])=[O:8])[C:26]([O:28][CH3:29])=[O:27])=[CH:20][CH:19]=1)(=[O:10])=[O:11]. The catalyst class is: 46. (2) Reactant: [CH:1]([C:3]1[S:7][C:6]([C:8]([OH:10])=[O:9])=[CH:5][CH:4]=1)=O.[N:11]1([C:17]([O:19][C:20]([CH3:23])([CH3:22])[CH3:21])=[O:18])[CH2:16][CH2:15][NH:14][CH2:13][CH2:12]1.C([BH3-])#N.[Na+]. Product: [C:20]([O:19][C:17]([N:11]1[CH2:16][CH2:15][N:14]([CH2:1][C:3]2[S:7][C:6]([C:8]([OH:10])=[O:9])=[CH:5][CH:4]=2)[CH2:13][CH2:12]1)=[O:18])([CH3:23])([CH3:21])[CH3:22]. The catalyst class is: 130. (3) Reactant: C(Cl)(Cl)Cl.[CH3:5][C:6]1[CH:11]=[CH:10][C:9]([OH:12])=[C:8]([C:13]2[NH:17][C:16]([C:18]3([C:23]4[S:24][CH:25]=[CH:26][CH:27]=4)[CH2:22][CH2:21][CH2:20][CH2:19]3)=[N:15][N:14]=2)[CH:7]=1.[CH2:28]([N:30]=[C:31]=[O:32])[CH3:29]. Product: [CH2:28]([NH:30][C:31](=[O:32])[O:12][C:9]1[CH:10]=[CH:11][C:6]([CH3:5])=[CH:7][C:8]=1[C:13]1[NH:17][C:16]([C:18]2([C:23]3[S:24][CH:25]=[CH:26][CH:27]=3)[CH2:19][CH2:20][CH2:21][CH2:22]2)=[N:15][N:14]=1)[CH3:29]. The catalyst class is: 66. (4) Reactant: [Cl:1][C:2]1[CH:7]=[CH:6][C:5]([N:8]2[CH:12]=[CH:11][C:10]([C:13]([O:15]CC)=[O:14])=[N:9]2)=[CH:4][C:3]=1[F:18].[Li+].[OH-].Cl. Product: [Cl:1][C:2]1[CH:7]=[CH:6][C:5]([N:8]2[CH:12]=[CH:11][C:10]([C:13]([OH:15])=[O:14])=[N:9]2)=[CH:4][C:3]=1[F:18]. The catalyst class is: 1. (5) Reactant: [C:1]1(=[O:11])[NH:5][C:4](=[O:6])[C:3]2=[CH:7][CH:8]=[CH:9][CH:10]=[C:2]12.C1(P(C2C=CC=CC=2)C2C=CC=CC=2)C=CC=CC=1.[Cl:31][C:32]1[C:41]2[C:36](=[CH:37][CH:38]=[CH:39][CH:40]=2)[N:35]=[CH:34][C:33]=1[CH:42](O)[CH3:43].CC(OC(/N=N/C(OC(C)C)=O)=O)C. Product: [Cl:31][C:32]1[C:41]2[C:36](=[CH:37][CH:38]=[CH:39][CH:40]=2)[N:35]=[CH:34][C:33]=1[CH:42]([N:5]1[C:1](=[O:11])[C:2]2[C:3](=[CH:7][CH:8]=[CH:9][CH:10]=2)[C:4]1=[O:6])[CH3:43]. The catalyst class is: 56. (6) Reactant: [Br:1][C:2]1[S:6][C:5]2=[C:7]([CH2:10][OH:11])[N:8]=[CH:9][N:4]2[CH:3]=1.[Cr](O[Cr]([O-])(=O)=O)([O-])(=O)=O.[NH+]1C=CC=CC=1.[NH+]1C=CC=CC=1. Product: [Br:1][C:2]1[S:6][C:5]2=[C:7]([CH:10]=[O:11])[N:8]=[CH:9][N:4]2[CH:3]=1. The catalyst class is: 96. (7) Reactant: [CH2:1]([N:4]1[C:22]([C:23]2[CH:28]=[CH:27][CH:26]=[CH:25][CH:24]=2)=[C:7]2[CH2:8][N:9]([C:12](=[O:21])[CH2:13][O:14][C:15]3[CH:20]=[CH:19][CH:18]=[CH:17][CH:16]=3)[CH2:10][CH2:11][C:6]2=[N:5]1)[CH:2]=[CH2:3]. Product: [O:14]([CH2:13][C:12]([N:9]1[CH2:10][CH2:11][C:6]2=[N:5][N:4]([CH2:1][CH2:2][CH3:3])[C:22]([C:23]3[CH:28]=[CH:27][CH:26]=[CH:25][CH:24]=3)=[C:7]2[CH2:8]1)=[O:21])[C:15]1[CH:20]=[CH:19][CH:18]=[CH:17][CH:16]=1. The catalyst class is: 19.